This data is from Forward reaction prediction with 1.9M reactions from USPTO patents (1976-2016). The task is: Predict the product of the given reaction. (1) Given the reactants [CH3:1][CH:2]1[CH2:4][NH:3]1.[N:5]([CH2:8][CH2:9][CH2:10][CH2:11][CH2:12][CH2:13][N:14]=[C:15]=[O:16])=[C:6]=[O:7], predict the reaction product. The product is: [CH2:13]([NH:14][C:15]([N:3]1[CH2:4][CH:2]1[CH3:1])=[O:16])[CH2:12][CH2:11][CH2:10][CH2:9][CH2:8][NH:5][C:6]([N:3]1[CH2:4][CH:2]1[CH3:1])=[O:7]. (2) Given the reactants [CH3:1][C:2]1[CH:6]=[CH:5][O:4][C:3]=1[C:7]([OH:9])=O.OC1C2N=NNC=2C=CC=1.Cl.C(N=C=NCCCN(C)C)C.C(N(CC)C(C)C)(C)C.[CH2:41]([NH2:48])[C:42]1[CH:47]=[CH:46][CH:45]=[CH:44][CH:43]=1, predict the reaction product. The product is: [CH2:41]([NH:48][C:7]([C:3]1[O:4][CH:5]=[CH:6][C:2]=1[CH3:1])=[O:9])[C:42]1[CH:47]=[CH:46][CH:45]=[CH:44][CH:43]=1. (3) The product is: [Br:10][C:11]1[CH:12]=[C:13]2[C:18](=[CH:19][CH:20]=1)[C:17]([N:1]1[CH2:9][CH2:8][CH2:7][CH:3]([C:4]([NH2:6])=[O:5])[CH2:2]1)=[N:16][N:15]=[CH:14]2. Given the reactants [NH:1]1[CH2:9][CH2:8][CH2:7][CH:3]([C:4]([NH2:6])=[O:5])[CH2:2]1.[Br:10][C:11]1[CH:12]=[C:13]2[C:18](=[CH:19][CH:20]=1)[C:17](Cl)=[N:16][N:15]=[CH:14]2.C(=O)([O-])[O-].[K+].[K+], predict the reaction product. (4) Given the reactants [Br:1][C:2]1[CH:7]=[CH:6][C:5]([OH:8])=[C:4]([CH2:9][CH2:10][CH3:11])[C:3]=1[CH2:12][OH:13].O.C1(C)C=CC(S(O)(=O)=O)=CC=1.[O:26]1[CH:31]=[CH:30][CH2:29][CH2:28][CH2:27]1.O, predict the reaction product. The product is: [Br:1][C:2]1[CH:7]=[CH:6][C:5]([OH:8])=[C:4]([CH2:9][CH2:10][CH3:11])[C:3]=1[CH2:12][O:13][CH:27]1[CH2:28][CH2:29][CH2:30][CH2:31][O:26]1. (5) The product is: [OH:28][C@@H:27]([CH2:26][OH:25])[CH2:29][O:30][NH:31][C:20]([C:11]1[C:12]2[CH2:18][CH2:17][C:16](=[O:19])[C:13]=2[N:14]([CH3:15])[C:10]=1[NH:9][C:3]1[CH:4]=[CH:5][C:6]([I:8])=[CH:7][C:2]=1[F:1])=[O:21]. Given the reactants [F:1][C:2]1[CH:7]=[C:6]([I:8])[CH:5]=[CH:4][C:3]=1[NH:9][C:10]1[N:14]([CH3:15])[C:13]2[C:16](=[O:19])[CH2:17][CH2:18][C:12]=2[C:11]=1[C:20](O)=[O:21].CC1(C)[O:28][C@H:27]([CH2:29][O:30][NH2:31])[CH2:26][O:25]1.C1C=CC2N(O)N=NC=2C=1.C(Cl)CCl.C1(C)C=CC(S(O)(=O)=O)=CC=1, predict the reaction product. (6) Given the reactants [Cl:1][C:2]1[C:6]([NH:7][CH2:8][C:9]#[CH:10])=[CH:5][N:4]([C:11]2[CH:12]=[N:13][CH:14]=[CH:15][CH:16]=2)[N:3]=1.Cl.C(N=C=NCCCN(C)C)C.[F:29][C:30]([F:39])([F:38])[CH:31]([S:36][CH3:37])[CH2:32][C:33](O)=[O:34], predict the reaction product. The product is: [Cl:1][C:2]1[C:6]([N:7]([CH2:8][C:9]#[CH:10])[C:33](=[O:34])[CH2:32][CH:31]([S:36][CH3:37])[C:30]([F:39])([F:38])[F:29])=[CH:5][N:4]([C:11]2[CH:12]=[N:13][CH:14]=[CH:15][CH:16]=2)[N:3]=1. (7) Given the reactants C([O:8][C:9]1[CH:10]=[C:11]([NH:19][C:20]([NH:22][C:23]2[CH:28]=[CH:27][C:26]([O:29][C:30]3[C:31]4[N:38]([CH3:39])[CH:37]=[CH:36][C:32]=4[N:33]=[CH:34][N:35]=3)=[CH:25][C:24]=2[Cl:40])=[O:21])[CH:12]=[C:13]([C:15]([F:18])([F:17])[F:16])[CH:14]=1)C1C=CC=CC=1.C1CC=CCC=1, predict the reaction product. The product is: [Cl:40][C:24]1[CH:25]=[C:26]([O:29][C:30]2[C:31]3[N:38]([CH3:39])[CH:37]=[CH:36][C:32]=3[N:33]=[CH:34][N:35]=2)[CH:27]=[CH:28][C:23]=1[NH:22][C:20]([NH:19][C:11]1[CH:12]=[C:13]([C:15]([F:16])([F:18])[F:17])[CH:14]=[C:9]([OH:8])[CH:10]=1)=[O:21]. (8) Given the reactants F[C:2]1[CH:10]=[CH:9][C:5]([C:6]([OH:8])=[O:7])=[CH:4][C:3]=1[N+:11]([O-:13])=[O:12].[CH2:14]([NH2:16])[CH3:15], predict the reaction product. The product is: [CH2:14]([NH:16][C:2]1[CH:10]=[CH:9][C:5]([C:6]([OH:8])=[O:7])=[CH:4][C:3]=1[N+:11]([O-:13])=[O:12])[CH3:15]. (9) Given the reactants C([N-]C(C)C)(C)C.[Li+].[CH3:9][S:10]([C:13]1[CH:31]=[CH:30][C:16]([O:17][CH2:18][C:19]2[C:28]3[C:23](=[CH:24][CH:25]=[CH:26][CH:27]=3)[N:22]=[C:21]([CH3:29])[CH:20]=2)=[CH:15][CH:14]=1)(=[O:12])=[O:11].[CH3:32][C:33]1([C:39](OC)=[O:40])[CH2:38][CH2:37][O:36][CH2:35][CH2:34]1.C(O)(=O)C.[BH4-].[Na+], predict the reaction product. The product is: [CH3:29][C:21]1[CH:20]=[C:19]([CH2:18][O:17][C:16]2[CH:15]=[CH:14][C:13]([S:10]([CH2:9][CH:39]([C:33]3([CH3:32])[CH2:38][CH2:37][O:36][CH2:35][CH2:34]3)[OH:40])(=[O:12])=[O:11])=[CH:31][CH:30]=2)[C:28]2[C:23](=[CH:24][CH:25]=[CH:26][CH:27]=2)[N:22]=1. (10) Given the reactants [Cl:1][C:2]1[CH:7]=[CH:6][C:5]([CH:8]([C:17]2[CH:22]=[CH:21][C:20]([Cl:23])=[CH:19][CH:18]=2)[S:9]([CH2:12][C:13](=[O:16])[CH2:14]Br)(=[O:11])=[O:10])=[CH:4][CH:3]=1.C(N(CC)CC)C.[C:31]1([CH2:37][SH:38])[CH:36]=[CH:35][CH:34]=[CH:33][CH:32]=1, predict the reaction product. The product is: [CH2:37]([S:38][CH2:14][C:13](=[O:16])[CH2:12][S:9]([CH:8]([C:17]1[CH:22]=[CH:21][C:20]([Cl:23])=[CH:19][CH:18]=1)[C:5]1[CH:6]=[CH:7][C:2]([Cl:1])=[CH:3][CH:4]=1)(=[O:11])=[O:10])[C:31]1[CH:36]=[CH:35][CH:34]=[CH:33][CH:32]=1.